From a dataset of Reaction yield outcomes from USPTO patents with 853,638 reactions. Predict the reaction yield, written as a fraction of the theoretical maximum amount of product (1.0 means a 100% yield; for example, 0.34 means a 34% yield). The reactants are [C:1]([O:5][C:6]([N:8]1[CH2:11][CH:10]([N:12]2[CH:16]=[CH:15][N:14]=[C:13]2[C:17]2[S:18][C:19]3[CH2:20][CH2:21][O:22][C:23]4[CH:30]=[C:29]([C:31]5[CH:32]=[N:33][N:34]([CH2:36][C:37]([OH:40])([CH3:39])[CH3:38])[CH:35]=5)[CH:28]=[CH:27][C:24]=4[C:25]=3[N:26]=2)[CH2:9]1)=[O:7])([CH3:4])([CH3:3])[CH3:2].CN(C)C=O.[Cl:46]N1C(=O)CCC1=O.Cl. The catalyst is O. The product is [C:1]([O:5][C:6]([N:8]1[CH2:9][CH:10]([N:12]2[C:16]([Cl:46])=[CH:15][N:14]=[C:13]2[C:17]2[S:18][C:19]3[CH2:20][CH2:21][O:22][C:23]4[CH:30]=[C:29]([C:31]5[CH:32]=[N:33][N:34]([CH2:36][C:37]([OH:40])([CH3:39])[CH3:38])[CH:35]=5)[CH:28]=[CH:27][C:24]=4[C:25]=3[N:26]=2)[CH2:11]1)=[O:7])([CH3:4])([CH3:3])[CH3:2]. The yield is 0.750.